From a dataset of Catalyst prediction with 721,799 reactions and 888 catalyst types from USPTO. Predict which catalyst facilitates the given reaction. (1) Reactant: [C:1]1([CH2:7][CH2:8][CH2:9][CH:10]([NH:20][C:21]([CH:23]2[CH2:28][CH2:27][N:26]([C:29](=[O:33])[CH2:30][NH:31][CH3:32])[CH2:25][CH2:24]2)=[O:22])[CH2:11][CH2:12][CH2:13][C:14]2[CH:19]=[CH:18][CH:17]=[CH:16][CH:15]=2)[CH:6]=[CH:5][CH:4]=[CH:3][CH:2]=1.[O:34]1[CH2:36][C@@H:35]1[CH2:37][O:38][C:39]1[CH:48]=[CH:47][CH:46]=[C:45]2[C:40]=1[CH:41]=[CH:42][CH:43]=[N:44]2. Product: [C:14]1([CH2:13][CH2:12][CH2:11][CH:10]([NH:20][C:21]([CH:23]2[CH2:28][CH2:27][N:26]([C:29](=[O:33])[CH2:30][N:31]([CH2:36][C@@H:35]([OH:34])[CH2:37][O:38][C:39]3[CH:48]=[CH:47][CH:46]=[C:45]4[C:40]=3[CH:41]=[CH:42][CH:43]=[N:44]4)[CH3:32])[CH2:25][CH2:24]2)=[O:22])[CH2:9][CH2:8][CH2:7][C:1]2[CH:2]=[CH:3][CH:4]=[CH:5][CH:6]=2)[CH:15]=[CH:16][CH:17]=[CH:18][CH:19]=1. The catalyst class is: 8. (2) Reactant: Br[C:2]1[S:3][CH:4]=[C:5]([C:7]2[CH:12]=[CH:11][CH:10]=[CH:9][C:8]=2[Cl:13])[N:6]=1.[N:14]1([C:20]([O:22][C:23]([CH3:26])([CH3:25])[CH3:24])=[O:21])[CH2:19][CH2:18][NH:17][CH2:16][CH2:15]1.C(=O)([O-])[O-].[K+].[K+].O. Product: [Cl:13][C:8]1[CH:9]=[CH:10][CH:11]=[CH:12][C:7]=1[C:5]1[N:6]=[C:2]([N:17]2[CH2:16][CH2:15][N:14]([C:20]([O:22][C:23]([CH3:26])([CH3:25])[CH3:24])=[O:21])[CH2:19][CH2:18]2)[S:3][CH:4]=1. The catalyst class is: 9. (3) Reactant: [CH2:1]([O:3][C:4](=[O:16])[C:5]([CH3:15])([CH3:14])[CH2:6][NH:7][C:8](=[O:13])[C:9]([F:12])([F:11])[F:10])[CH3:2].I[CH3:18].[H-].[Na+].Cl. Product: [CH2:1]([O:3][C:4](=[O:16])[C:5]([CH3:15])([CH3:14])[CH2:6][N:7]([CH3:18])[C:8](=[O:13])[C:9]([F:12])([F:10])[F:11])[CH3:2]. The catalyst class is: 165.